Dataset: Forward reaction prediction with 1.9M reactions from USPTO patents (1976-2016). Task: Predict the product of the given reaction. (1) Given the reactants Br[CH2:2][C:3]1[CH:15]=[CH:14][C:6]([C:7]([O:9][C:10]([CH3:13])([CH3:12])[CH3:11])=[O:8])=[CH:5][CH:4]=1.[NH:16]1[CH2:21][CH2:20][CH:19]([CH2:22][OH:23])[CH2:18][CH2:17]1.C([O-])([O-])=O.[K+].[K+], predict the reaction product. The product is: [OH:23][CH2:22][CH:19]1[CH2:20][CH2:21][N:16]([CH2:2][C:3]2[CH:15]=[CH:14][C:6]([C:7]([O:9][C:10]([CH3:13])([CH3:12])[CH3:11])=[O:8])=[CH:5][CH:4]=2)[CH2:17][CH2:18]1. (2) Given the reactants [Cl:1][C:2]1[CH:3]=[C:4]([CH:8]=[CH:9][CH:10]=1)[C:5](Cl)=O.[Cl-].CC1[C:22]2[C:17](=[CH:18][C:19]([O:25][CH3:26])=[C:20]([O:23][CH3:24])[CH:21]=2)[CH2:16][CH2:15][N+:14]=1[CH2:27][C:28]1[CH:33]=[CH:32][CH:31]=[CH:30][C:29]=1[F:34], predict the reaction product. The product is: [Cl-:1].[Cl:1][C:2]1[CH:3]=[C:4]([C:5]2[C:22]3[C:17](=[CH:18][C:19]([O:25][CH3:26])=[C:20]([O:23][CH3:24])[CH:21]=3)[CH2:16][CH2:15][N+:14]=2[CH2:27][C:28]2[CH:33]=[CH:32][CH:31]=[CH:30][C:29]=2[F:34])[CH:8]=[CH:9][CH:10]=1. (3) Given the reactants [F:1][C:2]1[CH:10]=[C:9]2[C:5]([CH:6]=[N:7][N:8]2[CH3:11])=[CH:4][C:3]=1[CH:12]([C:14]1[N:18]2[N:19]=[C:20]([C:23](=O)[CH3:24])[CH:21]=[CH:22][C:17]2=[N:16][CH:15]=1)[CH3:13].Cl.[NH2:27][O:28][CH2:29][CH2:30][OH:31].C(N(CC)CC)C, predict the reaction product. The product is: [OH:31][CH2:30][CH2:29][O:28]/[N:27]=[C:23](/[C:20]1[CH:21]=[CH:22][C:17]2[N:18]([C:14]([CH:12]([C:3]3[CH:4]=[C:5]4[C:9](=[CH:10][C:2]=3[F:1])[N:8]([CH3:11])[N:7]=[CH:6]4)[CH3:13])=[CH:15][N:16]=2)[N:19]=1)\[CH3:24]. (4) Given the reactants [CH3:1][N:2]1[CH2:7][CH2:6][N:5]([CH2:8][C:9]2[CH:17]=[CH:16][C:12]([C:13]([OH:15])=[O:14])=[CH:11][CH:10]=2)[CH2:4][CH2:3]1.Cl[CH2:19]C1C=CC(C(O)=O)=CC=1.COC(=O)C1C=CC(CCl)=CC=1.CN1CCNCC1, predict the reaction product. The product is: [CH3:19][O:14][C:13](=[O:15])[C:12]1[CH:16]=[CH:17][C:9]([CH2:8][N:5]2[CH2:4][CH2:3][N:2]([CH3:1])[CH2:7][CH2:6]2)=[CH:10][CH:11]=1. (5) Given the reactants [Cl:1][C:2]1[CH:3]=[CH:4][C:5]2[O:9][C:8]([CH:10]3[CH2:15][CH2:14][NH:13][CH2:12][CH2:11]3)=[N:7][C:6]=2[CH:16]=1.[O:17]1[CH2:19][CH:18]1[CH2:20][N:21]1[C:29]2[CH2:28][CH2:27][N:26]([C:30](=[O:32])[CH3:31])[CH2:25][C:24]=2[C:23]([C:33]2[CH:38]=[CH:37][C:36]([C:39]([F:42])([F:41])[F:40])=[CH:35][CH:34]=2)=[N:22]1, predict the reaction product. The product is: [Cl:1][C:2]1[CH:3]=[CH:4][C:5]2[O:9][C:8]([CH:10]3[CH2:11][CH2:12][N:13]([CH2:19][CH:18]([OH:17])[CH2:20][N:21]4[C:29]5[CH2:28][CH2:27][N:26]([C:30](=[O:32])[CH3:31])[CH2:25][C:24]=5[C:23]([C:33]5[CH:38]=[CH:37][C:36]([C:39]([F:42])([F:41])[F:40])=[CH:35][CH:34]=5)=[N:22]4)[CH2:14][CH2:15]3)=[N:7][C:6]=2[CH:16]=1. (6) Given the reactants [C@H]1(NCC2C=C(C(C)(C)C)C=C(C(C)(C)C)C=2O)CCCC[C@@H]1NCC1C=C(C(C)(C)C)C=C(C(C)(C)C)C=1[OH:23].[Cl:41][C:42]1[CH:43]=[C:44]2[C:48](=[CH:49][CH:50]=1)[C:47](=[O:51])[CH:46]([C:52]([O:54][CH3:55])=[O:53])[CH2:45]2.C(OO)(C)(C)C, predict the reaction product. The product is: [Cl:41][C:42]1[CH:43]=[C:44]2[C:48](=[CH:49][CH:50]=1)[C:47](=[O:51])[C:46]([OH:23])([C:52]([O:54][CH3:55])=[O:53])[CH2:45]2. (7) Given the reactants [CH3:1][C:2]1[O:3][C:4]2[CH2:10][CH:9]([C:11](OCC)=[O:12])[CH2:8][CH2:7][C:5]=2[N:6]=1.[H-].[H-].[H-].[H-].[Li+].[Al+3].O.[OH-].[Na+], predict the reaction product. The product is: [CH3:1][C:2]1[O:3][C:4]2[CH2:10][CH:9]([CH2:11][OH:12])[CH2:8][CH2:7][C:5]=2[N:6]=1. (8) Given the reactants [F:1][C:2]([F:31])([F:30])[C:3]1[CH:8]=[CH:7][CH:6]=[CH:5][C:4]=1[C:9]1[CH2:10][C@@H:11]2[CH2:15][N:14]([C:16]([NH:18][C:19]3[CH:28]=[CH:27][CH:26]=[CH:25][C:20]=3[C:21]([O:23]C)=[O:22])=[O:17])[CH2:13][C@@H:12]2[CH:29]=1.O[Li].O.Cl, predict the reaction product. The product is: [F:30][C:2]([F:1])([F:31])[C:3]1[CH:8]=[CH:7][CH:6]=[CH:5][C:4]=1[C:9]1[CH2:29][C@@H:12]2[CH2:13][N:14]([C:16]([NH:18][C:19]3[CH:28]=[CH:27][CH:26]=[CH:25][C:20]=3[C:21]([OH:23])=[O:22])=[O:17])[CH2:15][C@@H:11]2[CH:10]=1. (9) Given the reactants [Br:1][C:2]1[CH:10]=[C:9]2[C:5]([CH2:6][CH2:7][C:8]2=[O:11])=[C:4]([F:12])[CH:3]=1.[BH4-].[Na+], predict the reaction product. The product is: [Br:1][C:2]1[CH:10]=[C:9]2[C:5]([CH2:6][CH2:7][CH:8]2[OH:11])=[C:4]([F:12])[CH:3]=1.